Dataset: Reaction yield outcomes from USPTO patents with 853,638 reactions. Task: Predict the reaction yield, written as a fraction of the theoretical maximum amount of product (1.0 means a 100% yield; for example, 0.34 means a 34% yield). (1) The reactants are [CH3:1][O:2][C:3](=[O:25])[CH2:4][C:5]1[C:14]([CH3:15])=[C:13](OS(C(F)(F)F)(=O)=O)[C:12]2[C:7](=[CH:8][CH:9]=[C:10]([F:24])[CH:11]=2)[CH:6]=1.C1(P(C2C=CC=CC=2)C2C=CC=CC=2)C=CC=CC=1.[F:45][C:46]1[CH:51]=[CH:50][C:49]([NH:52][S:53]([C:56]2[CH:61]=[CH:60][C:59](B(O)O)=[CH:58][CH:57]=2)(=[O:55])=[O:54])=[CH:48][CH:47]=1.C(=O)([O-])[O-].[Na+].[Na+]. The catalyst is C(COC)OC.C([O-])(=O)C.[Pd+2].C([O-])(=O)C.O. The product is [CH3:1][O:2][C:3](=[O:25])[CH2:4][C:5]1[C:14]([CH3:13])=[C:15]([C:59]2[CH:58]=[CH:57][C:56]([S:53](=[O:54])(=[O:55])[NH:52][C:49]3[CH:50]=[CH:51][C:46]([F:45])=[CH:47][CH:48]=3)=[CH:61][CH:60]=2)[C:8]2[C:7](=[CH:12][CH:11]=[C:10]([F:24])[CH:9]=2)[CH:6]=1. The yield is 0.120. (2) The reactants are Cl.[NH:2]1[CH2:5][CH:4]([N:6]2[CH2:15][CH2:14][N:13]3[CH:8]([CH2:9][O:10][CH2:11][C:12]3=[O:16])[CH2:7]2)[CH2:3]1.Cl.Cl.[Br:19][C:20]1[CH:21]=[C:22]([CH:53]=[C:54]([C:56]([F:59])([F:58])[F:57])[CH:55]=1)[C:23]([N:25]([CH2:27][C@H:28]([C:46]1[CH:51]=[CH:50][C:49]([F:52])=[CH:48][CH:47]=1)[CH2:29][CH2:30]N1CC(N2CCN3C(=O)CCCC3C2)C1)[CH3:26])=[O:24]. The catalyst is CO.O.C(O)(=O)C. The product is [Br:19][C:20]1[CH:21]=[C:22]([CH:53]=[C:54]([C:56]([F:59])([F:57])[F:58])[CH:55]=1)[C:23]([N:25]([CH2:27][C@H:28]([C:46]1[CH:47]=[CH:48][C:49]([F:52])=[CH:50][CH:51]=1)[CH2:29][CH2:30][N:2]1[CH2:5][CH:4]([N:6]2[CH2:15][CH2:14][N:13]3[CH:8]([CH2:9][O:10][CH2:11][C:12]3=[O:16])[CH2:7]2)[CH2:3]1)[CH3:26])=[O:24]. The yield is 0.440. (3) The reactants are [CH:1]1[CH:6]=[CH:5][C:4]([C:7]2[C:12]([N:13]=[C:14]=[O:15])=[CH:11][CH:10]=[CH:9][CH:8]=2)=[CH:3][CH:2]=1.Cl.[N:17]12[CH2:24][CH2:23][CH:20]([CH2:21][CH2:22]1)[C@@H:19](O)[CH2:18]2.C(OCC)(=[O:28])C. No catalyst specified. The product is [N:17]12[CH2:18][CH:19]([CH2:21][CH2:22]1)[C@H:20]([O:15][C:14](=[O:28])[NH:13][C:12]1[CH:11]=[CH:10][CH:9]=[CH:8][C:7]=1[C:4]1[CH:3]=[CH:2][CH:1]=[CH:6][CH:5]=1)[CH2:23][CH2:24]2. The yield is 0.990.